From a dataset of NCI-60 drug combinations with 297,098 pairs across 59 cell lines. Regression. Given two drug SMILES strings and cell line genomic features, predict the synergy score measuring deviation from expected non-interaction effect. (1) Drug 2: CN(C)N=NC1=C(NC=N1)C(=O)N. Cell line: CCRF-CEM. Drug 1: C1=CC(=C2C(=C1NCCNCCO)C(=O)C3=C(C=CC(=C3C2=O)O)O)NCCNCCO. Synergy scores: CSS=44.2, Synergy_ZIP=-6.97, Synergy_Bliss=-7.70, Synergy_Loewe=-13.1, Synergy_HSA=-4.18. (2) Drug 1: CC(C1=C(C=CC(=C1Cl)F)Cl)OC2=C(N=CC(=C2)C3=CN(N=C3)C4CCNCC4)N. Drug 2: CC1CCCC2(C(O2)CC(NC(=O)CC(C(C(=O)C(C1O)C)(C)C)O)C(=CC3=CSC(=N3)C)C)C. Cell line: NCI/ADR-RES. Synergy scores: CSS=-1.12, Synergy_ZIP=0.971, Synergy_Bliss=-0.342, Synergy_Loewe=-2.46, Synergy_HSA=-2.42. (3) Drug 1: C1=CN(C=N1)CC(O)(P(=O)(O)O)P(=O)(O)O. Drug 2: C1CCC(C(C1)N)N.C(=O)(C(=O)[O-])[O-].[Pt+4]. Cell line: MDA-MB-231. Synergy scores: CSS=6.96, Synergy_ZIP=-4.68, Synergy_Bliss=-0.413, Synergy_Loewe=-6.67, Synergy_HSA=-1.57. (4) Drug 1: CN1C(=O)N2C=NC(=C2N=N1)C(=O)N. Drug 2: B(C(CC(C)C)NC(=O)C(CC1=CC=CC=C1)NC(=O)C2=NC=CN=C2)(O)O. Cell line: HOP-92. Synergy scores: CSS=59.8, Synergy_ZIP=-0.227, Synergy_Bliss=-2.70, Synergy_Loewe=-25.7, Synergy_HSA=-3.08. (5) Drug 1: CC1=CC=C(C=C1)C2=CC(=NN2C3=CC=C(C=C3)S(=O)(=O)N)C(F)(F)F. Drug 2: C1CC(C1)(C(=O)O)C(=O)O.[NH2-].[NH2-].[Pt+2]. Cell line: HCC-2998. Synergy scores: CSS=16.3, Synergy_ZIP=-6.12, Synergy_Bliss=-3.70, Synergy_Loewe=-2.14, Synergy_HSA=-1.20. (6) Synergy scores: CSS=18.4, Synergy_ZIP=0.203, Synergy_Bliss=-0.458, Synergy_Loewe=-14.8, Synergy_HSA=-1.67. Drug 2: COC1=NC(=NC2=C1N=CN2C3C(C(C(O3)CO)O)O)N. Cell line: BT-549. Drug 1: C1C(C(OC1N2C=C(C(=O)NC2=O)F)CO)O. (7) Drug 1: CN1C(=O)N2C=NC(=C2N=N1)C(=O)N. Drug 2: CC1=C(C=C(C=C1)NC(=O)C2=CC=C(C=C2)CN3CCN(CC3)C)NC4=NC=CC(=N4)C5=CN=CC=C5. Cell line: MCF7. Synergy scores: CSS=-3.20, Synergy_ZIP=1.52, Synergy_Bliss=-0.469, Synergy_Loewe=0.775, Synergy_HSA=-4.94.